From a dataset of Peptide-MHC class II binding affinity with 134,281 pairs from IEDB. Regression. Given a peptide amino acid sequence and an MHC pseudo amino acid sequence, predict their binding affinity value. This is MHC class II binding data. The peptide sequence is SSVDRYRNRVLLL. The MHC is HLA-DPA10201-DPB10101 with pseudo-sequence HLA-DPA10201-DPB10101. The binding affinity (normalized) is 0.314.